Dataset: Reaction yield outcomes from USPTO patents with 853,638 reactions. Task: Predict the reaction yield, written as a fraction of the theoretical maximum amount of product (1.0 means a 100% yield; for example, 0.34 means a 34% yield). (1) The reactants are [C:1]([O:9]CC)(=O)[CH2:2][C:3]([O:5][CH2:6][CH3:7])=[O:4].[H-].[Na+].[H][H].[CH3:16][C:17]1[CH:28]=[CH:27][C:20]2[NH:21]C(=O)[O:23][C:24](=O)[C:19]=2[CH:18]=1.Cl. The catalyst is CC(N(C)C)=O. The product is [CH2:6]([O:5][C:3]([C:2]1[C:1](=[O:9])[NH:21][C:20]2[C:19]([C:24]=1[OH:23])=[CH:18][C:17]([CH3:16])=[CH:28][CH:27]=2)=[O:4])[CH3:7]. The yield is 0.360. (2) The reactants are [CH3:1][C:2]#[N:3].[Li]CCCC.[F:9][C:10]([F:19])([F:18])[C:11]([CH3:17])([CH3:16])[C:12](OC)=[O:13]. The catalyst is C1COCC1. The product is [F:9][C:10]([F:19])([F:18])[C:11]([CH3:17])([CH3:16])[C:12](=[O:13])[CH2:1][C:2]#[N:3]. The yield is 0.700. (3) The reactants are [C:1]([O:5][C:6]([NH:8][C@@H:9]([C:61]1([CH3:67])[CH2:66][CH2:65][O:64][CH2:63][CH2:62]1)[C:10]([N:12]1[C@@H:16]([CH3:17])[CH2:15][CH2:14][C@H:13]1[C:18]1[NH:22][C:21]2[C:23]3[C:28]([CH:29]=[CH:30][C:20]=2[N:19]=1)=[CH:27][C:26]1[C:31]2[C:36]([CH2:37][O:38][C:25]=1[CH:24]=3)=[CH:35][C:34]([C:39]1[NH:43][C:42]([C@@H:44]3[CH2:48][CH2:47][C@H:46]([CH3:49])[N:45]3[C:50](=[O:60])[C@@H:51]([NH:55][C:56](=[O:59])[O:57][CH3:58])[CH:52]([CH3:54])[CH3:53])=[N:41][CH:40]=1)=[CH:33][CH:32]=2)=[O:11])=[O:7])(C)(C)C.Cl.ClC(OC)=O.C(N(C(C)C)CC)(C)C. The product is [CH3:1][O:5][C:6]([NH:8][C@@H:9]([C:61]1([CH3:67])[CH2:62][CH2:63][O:64][CH2:65][CH2:66]1)[C:10]([N:12]1[C@@H:16]([CH3:17])[CH2:15][CH2:14][C@H:13]1[C:18]1[NH:22][C:21]2[C:23]3[C:28]([CH:29]=[CH:30][C:20]=2[N:19]=1)=[CH:27][C:26]1[C:31]2[C:36]([CH2:37][O:38][C:25]=1[CH:24]=3)=[CH:35][C:34]([C:39]1[NH:43][C:42]([C@@H:44]3[CH2:48][CH2:47][C@H:46]([CH3:49])[N:45]3[C:50](=[O:60])[C@@H:51]([NH:55][C:56](=[O:59])[O:57][CH3:58])[CH:52]([CH3:54])[CH3:53])=[N:41][CH:40]=1)=[CH:33][CH:32]=2)=[O:11])=[O:7]. The catalyst is ClCCl.CO. The yield is 0.100.